Task: Predict the product of the given reaction.. Dataset: Forward reaction prediction with 1.9M reactions from USPTO patents (1976-2016) (1) Given the reactants [F:1][C:2]1[C:7]([C:8]([F:11])([F:10])[F:9])=[CH:6][CH:5]=[CH:4][C:3]=1[C:12]1([OH:25])[CH2:17][CH2:16][N:15](C(OC(C)(C)C)=O)[CH2:14][CH2:13]1.FC(F)(F)C(O)=O, predict the reaction product. The product is: [F:1][C:2]1[C:7]([C:8]([F:10])([F:11])[F:9])=[CH:6][CH:5]=[CH:4][C:3]=1[C:12]1([OH:25])[CH2:17][CH2:16][NH:15][CH2:14][CH2:13]1. (2) The product is: [CH:30]1([CH2:35][CH2:36][C:37]([N:17]([CH2:16][C:15]2[CH:14]=[CH:13][C:12]([C:2]#[C:3][CH2:4][CH2:5][CH2:6][CH2:7][CH2:8][CH2:9][CH2:10][CH3:11])=[CH:29][CH:28]=2)[C:18]2[CH:19]=[C:20]([CH:25]=[CH:26][CH:27]=2)[C:21]([O:23][CH3:24])=[O:22])=[O:38])[CH2:34][CH2:33][CH2:32][CH2:31]1. Given the reactants Cl.[C:2]([C:12]1[CH:29]=[CH:28][C:15]([CH2:16][NH:17][C:18]2[CH:19]=[C:20]([CH:25]=[CH:26][CH:27]=2)[C:21]([O:23][CH3:24])=[O:22])=[CH:14][CH:13]=1)#[C:3][CH2:4][CH2:5][CH2:6][CH2:7][CH2:8][CH2:9][CH2:10][CH3:11].[CH:30]1([CH2:35][CH2:36][C:37](Cl)=[O:38])[CH2:34][CH2:33][CH2:32][CH2:31]1, predict the reaction product.